From a dataset of Peptide-MHC class II binding affinity with 134,281 pairs from IEDB. Regression. Given a peptide amino acid sequence and an MHC pseudo amino acid sequence, predict their binding affinity value. This is MHC class II binding data. (1) The peptide sequence is ASLTEALRVIAGALE. The MHC is HLA-DQA10102-DQB10502 with pseudo-sequence HLA-DQA10102-DQB10502. The binding affinity (normalized) is 0.231. (2) The peptide sequence is EVKYFAATQFEPLAA. The MHC is HLA-DQA10501-DQB10201 with pseudo-sequence HLA-DQA10501-DQB10201. The binding affinity (normalized) is 0.604. (3) The peptide sequence is TWNPHKMMGVPLQCSALLVR. The MHC is HLA-DQA10301-DQB10302 with pseudo-sequence HLA-DQA10301-DQB10302. The binding affinity (normalized) is 0. (4) The peptide sequence is QKKYIYNLIMNTQNK. The MHC is DRB1_0101 with pseudo-sequence DRB1_0101. The binding affinity (normalized) is 0.603. (5) The peptide sequence is LFFNHHKVMLLGHDD. The MHC is DRB1_0405 with pseudo-sequence DRB1_0405. The binding affinity (normalized) is 0.390.